From a dataset of Forward reaction prediction with 1.9M reactions from USPTO patents (1976-2016). Predict the product of the given reaction. (1) Given the reactants [Cl:1][C:2]1[CH:3]=[CH:4][C:5]([C:29]#[N:30])=[C:6]([C:8]2[C:13]([O:14][CH3:15])=[CH:12][N:11]([CH:16]([CH2:24][CH:25]([F:27])[F:26])[C:17]([O:19]C(C)(C)C)=[O:18])[C:10](=[O:28])[CH:9]=2)[CH:7]=1.C(O)(C(F)(F)F)=O, predict the reaction product. The product is: [Cl:1][C:2]1[CH:3]=[CH:4][C:5]([C:29]#[N:30])=[C:6]([C:8]2[C:13]([O:14][CH3:15])=[CH:12][N:11]([CH:16]([CH2:24][CH:25]([F:27])[F:26])[C:17]([OH:19])=[O:18])[C:10](=[O:28])[CH:9]=2)[CH:7]=1. (2) Given the reactants C([O:3][C:4]([C:6]1[C:10]([C:11]([F:14])([F:13])[F:12])=[CH:9][N:8]([CH3:15])[N:7]=1)=[O:5])C.[OH-].[Na+], predict the reaction product. The product is: [CH3:15][N:8]1[CH:9]=[C:10]([C:11]([F:13])([F:14])[F:12])[C:6]([C:4]([OH:5])=[O:3])=[N:7]1. (3) Given the reactants [F:1][C:2]1[CH:11]=[C:10]2[C:5]([CH:6]=[CH:7][C:8](=[O:12])[NH:9]2)=[CH:4][CH:3]=1.[H-].[Na+].[CH2:15](I)[CH:16]=[CH2:17].O, predict the reaction product. The product is: [F:1][C:2]1[CH:11]=[C:10]2[C:5]([CH:6]=[CH:7][C:8](=[O:12])[N:9]2[CH2:17][CH:16]=[CH2:15])=[CH:4][CH:3]=1. (4) Given the reactants [C:1]1(=[O:5])[O:4][CH2:3][CH2:2]1.C[O-].[Na+].[CH2:9]([OH:16])[C:10]1[CH:15]=[CH:14][CH:13]=[CH:12][CH:11]=1, predict the reaction product. The product is: [OH:5][CH2:1][CH2:2][C:3]([O:16][CH2:9][C:10]1[CH:15]=[CH:14][CH:13]=[CH:12][CH:11]=1)=[O:4]. (5) Given the reactants [Br:1][C:2]1[CH:3]=[C:4]([CH2:10][CH2:11][NH:12][C:13]2[N:18]=[CH:17][C:16]([CH:19]([CH3:21])[CH3:20])=[CH:15][N:14]=2)[CH:5]=[CH:6][C:7]=1[O:8][CH3:9].[F:22][C:23]([F:34])([F:33])[O:24][C:25]1[CH:32]=[CH:31][C:28]([CH2:29]Br)=[CH:27][CH:26]=1, predict the reaction product. The product is: [Br:1][C:2]1[CH:3]=[C:4]([CH2:10][CH2:11][N:12]([CH2:29][C:28]2[CH:31]=[CH:32][C:25]([O:24][C:23]([F:22])([F:33])[F:34])=[CH:26][CH:27]=2)[C:13]2[N:14]=[CH:15][C:16]([CH:19]([CH3:21])[CH3:20])=[CH:17][N:18]=2)[CH:5]=[CH:6][C:7]=1[O:8][CH3:9]. (6) Given the reactants [S:1]([C:4]1[S:8][C:7]([NH2:9])=[N:6][CH:5]=1)[C:2]#[N:3].[CH:10]1([NH:16][CH:17]2[CH2:22][CH2:21][CH2:20][CH2:19][CH2:18]2)[CH2:15][CH2:14][CH2:13][CH2:12][CH2:11]1.C1C[O:26][CH2:25]C1, predict the reaction product. The product is: [CH:17]1([N:16]([CH:10]2[CH2:11][CH2:12][CH2:13][CH2:14][CH2:15]2)[C:25]([NH:9][C:7]2[S:8][C:4]([S:1][C:2]#[N:3])=[CH:5][N:6]=2)=[O:26])[CH2:18][CH2:19][CH2:20][CH2:21][CH2:22]1. (7) Given the reactants FC(F)(F)C1C=C(NC(=O)NC2C=CC(C3SC(CCC(OC)=O)=NC=3)=CC=2)C=CC=1.[NH2:32][C:33]1[CH:38]=[CH:37][C:36]([C:39]2[S:43][C:42]([CH2:44][CH2:45][CH2:46][C:47]([O:49][CH3:50])=[O:48])=[N:41][CH:40]=2)=[CH:35][CH:34]=1.[Cl:51][C:52]1[CH:57]=[CH:56][CH:55]=[CH:54][C:53]=1[N:58]=[C:59]=[O:60], predict the reaction product. The product is: [Cl:51][C:52]1[CH:57]=[CH:56][CH:55]=[CH:54][C:53]=1[NH:58][C:59](=[O:60])[NH:32][C:33]1[CH:34]=[CH:35][C:36]([C:39]2[S:43][C:42]([CH2:44][CH2:45][CH2:46][C:47]([O:49][CH3:50])=[O:48])=[N:41][CH:40]=2)=[CH:37][CH:38]=1. (8) The product is: [F:15][C:13]1[CH:14]=[C:6]([O:5][C:4]2[CH:25]=[CH:26][CH:27]=[C:2]([NH:1][S:31]([CH:28]([CH3:30])[CH3:29])(=[O:33])=[O:32])[CH:3]=2)[C:7]([C:8]([NH2:10])=[O:9])=[C:11]([NH:16][C:17]2[CH:22]=[CH:21][C:20]([I:23])=[CH:19][C:18]=2[F:24])[CH:12]=1. Given the reactants [NH2:1][C:2]1[CH:3]=[C:4]([CH:25]=[CH:26][CH:27]=1)[O:5][C:6]1[CH:14]=[C:13]([F:15])[CH:12]=[C:11]([NH:16][C:17]2[CH:22]=[CH:21][C:20]([I:23])=[CH:19][C:18]=2[F:24])[C:7]=1[C:8]([NH2:10])=[O:9].[CH:28]([S:31](Cl)(=[O:33])=[O:32])([CH3:30])[CH3:29].S(Cl)(Cl)(=O)=O, predict the reaction product. (9) Given the reactants [CH3:1][O-:2].[Na+].Cl[C:5]1[C:10]([N+:11]([O-:13])=[O:12])=[CH:9][CH:8]=[CH:7][N:6]=1, predict the reaction product. The product is: [CH3:1][O:2][C:5]1[C:10]([N+:11]([O-:13])=[O:12])=[CH:9][CH:8]=[CH:7][N:6]=1. (10) Given the reactants [CH3:1][O:2][C:3]([C:5]1[S:6][C:7]([C:26]#[C:27][C:28]([CH3:31])([CH3:30])[CH3:29])=[CH:8][C:9]=1[N:10]1[CH:15]([CH:16]2[CH2:21][CH2:20][CH2:19][CH2:18][CH2:17]2)[CH2:14][CH2:13][C@@H:12]([CH2:22][CH:23]=C)[C:11]1=[O:25])=[O:4].C[N+]1([O-])CC[O:36]CC1.O, predict the reaction product. The product is: [CH3:1][O:2][C:3]([C:5]1[S:6][C:7]([C:26]#[C:27][C:28]([CH3:30])([CH3:29])[CH3:31])=[CH:8][C:9]=1[N:10]1[CH:15]([CH:16]2[CH2:17][CH2:18][CH2:19][CH2:20][CH2:21]2)[CH2:14][CH2:13][C@@H:12]([CH2:22][CH2:23][OH:36])[C:11]1=[O:25])=[O:4].